Dataset: Forward reaction prediction with 1.9M reactions from USPTO patents (1976-2016). Task: Predict the product of the given reaction. (1) Given the reactants [Cl:1][C:2]1[CH:7]=[C:6]([Cl:8])[CH:5]=[CH:4][C:3]=1[C:9]1[N:10]=[C:11](/[CH:14]=[CH:15]/[C:16]2[CH:21]=[CH:20][C:19]([C:22]3[CH:27]=[CH:26][C:25]([O:28][CH3:29])=[CH:24][CH:23]=3)=[CH:18][CH:17]=2)[NH:12][CH:13]=1.[CH3:30]I, predict the reaction product. The product is: [Cl:1][C:2]1[CH:7]=[C:6]([Cl:8])[CH:5]=[CH:4][C:3]=1[C:9]1[N:10]=[C:11](/[CH:14]=[CH:15]/[C:16]2[CH:21]=[CH:20][C:19]([C:22]3[CH:23]=[CH:24][C:25]([O:28][CH3:29])=[CH:26][CH:27]=3)=[CH:18][CH:17]=2)[N:12]([CH3:30])[CH:13]=1. (2) Given the reactants C([O:3][C:4](=[O:62])[CH:5]([O:48][C:49]1[CH:54]=[CH:53][CH:52]=[CH:51][C:50]=1[CH2:55][CH2:56][C:57]([O:59]CC)=[O:58])[CH:6]([CH2:8][CH2:9][CH2:10][CH2:11][CH2:12][CH2:13][O:14][C:15]1[CH:16]=[C:17]([C:39]2[CH:47]=[CH:46][C:42]3[O:43][CH2:44][O:45][C:41]=3[CH:40]=2)[CH2:18][C:19]([C:26]2[C:27](=[O:38])[N:28]([CH3:37])[C:29]([CH3:36])=[CH:30][C:31]=2[C:32]([F:35])([F:34])[F:33])([C:21]2[CH:25]=[CH:24][S:23][CH:22]=2)[CH:20]=1)[CH3:7])C.[OH-].[Na+], predict the reaction product. The product is: [O:43]1[C:42]2[CH:46]=[CH:47][C:39]([C:17]3[CH2:18][C:19]([C:26]4[C:27](=[O:38])[N:28]([CH3:37])[C:29]([CH3:36])=[CH:30][C:31]=4[C:32]([F:33])([F:34])[F:35])([C:21]4[CH:25]=[CH:24][S:23][CH:22]=4)[CH:20]=[C:15]([O:14][CH2:13][CH2:12][CH2:11][CH2:10][CH2:9][CH2:8][CH:6]([CH3:7])[CH:5]([O:48][C:49]4[CH:54]=[CH:53][CH:52]=[CH:51][C:50]=4[CH2:55][CH2:56][C:57]([OH:59])=[O:58])[C:4]([OH:62])=[O:3])[CH:16]=3)=[CH:40][C:41]=2[O:45][CH2:44]1. (3) Given the reactants Br[C:2]1[CH:3]=[CH:4][C:5]2[C:6]3[N:14]([CH2:15][CH2:16][CH2:17][O:18][CH:19]([CH3:21])[CH3:20])[C:13]([CH2:22][O:23][CH2:24][CH3:25])=[N:12][C:7]=3[CH:8]=[N:9][C:10]=2[CH:11]=1.[CH2:26]([N:30]1[C:38](=[O:39])[C:37]2[C:32](=[CH:33][CH:34]=[CH:35][CH:36]=2)[C:31]1=[O:40])[CH2:27][CH:28]=[CH2:29].C(=O)([O-])[O-].[Cs+].[Cs+].C1(P(C2C=CC=CC=2)C2C=CC=CC=2)C=CC=CC=1, predict the reaction product. The product is: [CH2:24]([O:23][CH2:22][C:13]1[N:14]([CH2:15][CH2:16][CH2:17][O:18][CH:19]([CH3:21])[CH3:20])[C:6]2[C:5]3[CH:4]=[CH:3][C:2](/[CH:29]=[CH:28]/[CH2:27][CH2:26][N:30]4[C:38](=[O:39])[C:37]5[C:32](=[CH:33][CH:34]=[CH:35][CH:36]=5)[C:31]4=[O:40])=[CH:11][C:10]=3[N:9]=[CH:8][C:7]=2[N:12]=1)[CH3:25]. (4) Given the reactants [C:1]([C:5]1[CH:6]=[C:7]([C:20]([OH:22])=O)[N:8]([CH2:10][C:11]2[C:16]([CH3:17])=[CH:15][C:14]([CH3:18])=[CH:13][C:12]=2[CH3:19])[N:9]=1)([CH3:4])([CH3:3])[CH3:2].C(NC(C)C)(C)C.CCCP(=O)=O.[F:36][C:37]1[C:43]([F:44])=[C:42]([C:45]([F:48])([F:47])[F:46])[C:41]([F:49])=[C:40]([F:50])[C:38]=1[NH2:39], predict the reaction product. The product is: [C:1]([C:5]1[CH:6]=[C:7]([C:20]([NH:39][C:38]2[C:40]([F:50])=[C:41]([F:49])[C:42]([C:45]([F:48])([F:47])[F:46])=[C:43]([F:44])[C:37]=2[F:36])=[O:22])[N:8]([CH2:10][C:11]2[C:12]([CH3:19])=[CH:13][C:14]([CH3:18])=[CH:15][C:16]=2[CH3:17])[N:9]=1)([CH3:3])([CH3:4])[CH3:2]. (5) Given the reactants O[CH2:2][C:3]1[CH:23]=[CH:22][C:6]([CH2:7][CH:8]2[CH2:13][N:12]([CH3:14])[CH2:11][CH2:10][N:9]2[C:15]([O:17][C:18]([CH3:21])([CH3:20])[CH3:19])=[O:16])=[CH:5][CH:4]=1.[CH2:24]([N:26](CC)CC)C.CS(Cl)(=O)=O.[C-]#N.[Na+].C(=O)([O-])[O-].[Na+].[Na+], predict the reaction product. The product is: [C:24]([CH2:2][C:3]1[CH:23]=[CH:22][C:6]([CH2:7][CH:8]2[CH2:13][N:12]([CH3:14])[CH2:11][CH2:10][N:9]2[C:15]([O:17][C:18]([CH3:21])([CH3:20])[CH3:19])=[O:16])=[CH:5][CH:4]=1)#[N:26]. (6) Given the reactants [NH2:1][C:2]1[N:7]([C:8]2[CH:13]=[CH:12][CH:11]=[CH:10][C:9]=2[O:14][CH3:15])[C:6](=[S:16])[NH:5][C:4](=[O:17])[C:3]=1[N:18]=O.N.S(S([O-])=O)([O-])=O.[Na+].[Na+].S(=O)(=O)(O)O, predict the reaction product. The product is: [NH2:18][C:3]1[C:4](=[O:17])[NH:5][C:6](=[S:16])[N:7]([C:8]2[CH:13]=[CH:12][CH:11]=[CH:10][C:9]=2[O:14][CH3:15])[C:2]=1[NH2:1]. (7) Given the reactants Cl[C:2]1[CH:7]=[CH:6][N:5]=[C:4]2[CH:8]=[C:9]([C:11]3[N:12]([CH3:16])[CH:13]=[CH:14][N:15]=3)[S:10][C:3]=12.[CH2:17]([NH:21][C:22]([C:24]1[C:28]2[CH:29]=[CH:30][C:31]([OH:33])=[CH:32][C:27]=2[O:26][C:25]=1[CH3:34])=[O:23])[CH:18]([CH3:20])[CH3:19].C([O-])([O-])=O.[Cs+].[Cs+], predict the reaction product. The product is: [CH2:17]([NH:21][C:22]([C:24]1[C:28]2[CH:29]=[CH:30][C:31]([O:33][C:2]3[CH:7]=[CH:6][N:5]=[C:4]4[CH:8]=[C:9]([C:11]5[N:12]([CH3:16])[CH:13]=[CH:14][N:15]=5)[S:10][C:3]=34)=[CH:32][C:27]=2[O:26][C:25]=1[CH3:34])=[O:23])[CH:18]([CH3:20])[CH3:19]. (8) Given the reactants [Cl:1][C:2]1[CH:7]=[CH:6][C:5]([C@H:8]2[C@@H:12]([C:13]3[CH:18]=[CH:17][C:16]([Cl:19])=[CH:15][CH:14]=3)[N:11]([C:20](Cl)=[O:21])[C:10]([C:23]3[CH:28]=[C:27]([C:29]([C:32]#[N:33])([CH3:31])[CH3:30])[CH:26]=[CH:25][C:24]=3[O:34][CH2:35][CH3:36])=[N:9]2)=[CH:4][CH:3]=1.[CH2:37]([S:39]([N:42]1[CH2:47][CH2:46][NH:45][CH2:44][CH2:43]1)(=[O:41])=[O:40])[CH3:38], predict the reaction product. The product is: [Cl:1][C:2]1[CH:7]=[CH:6][C:5]([C@H:8]2[C@@H:12]([C:13]3[CH:14]=[CH:15][C:16]([Cl:19])=[CH:17][CH:18]=3)[N:11]([C:20]([N:45]3[CH2:44][CH2:43][N:42]([S:39]([CH2:37][CH3:38])(=[O:40])=[O:41])[CH2:47][CH2:46]3)=[O:21])[C:10]([C:23]3[CH:28]=[C:27]([C:29]([CH3:30])([CH3:31])[C:32]#[N:33])[CH:26]=[CH:25][C:24]=3[O:34][CH2:35][CH3:36])=[N:9]2)=[CH:4][CH:3]=1. (9) Given the reactants S(Br)([Br:3])=O.[F:5][C:6]1[N:11]=[CH:10][C:9]([CH:12](O)[CH3:13])=[CH:8][CH:7]=1.CC(OO)=O, predict the reaction product. The product is: [Br:3][CH:12]([C:9]1[CH:8]=[CH:7][C:6]([F:5])=[N:11][CH:10]=1)[CH3:13]. (10) Given the reactants I[C:2]1[N:11]=[C:10]2[N:4]([CH2:5][CH2:6][C:7]3[CH:23]=[CH:22][CH:21]=[CH:20][C:8]=3[CH:9]2[O:12][CH:13]2[CH2:18][CH2:17][N:16]([CH3:19])[CH2:15][CH2:14]2)[CH:3]=1.O.[CH3:25][C:26]1[CH:31]=[CH:30][C:29](B(O)O)=[CH:28][CH:27]=1.C([O-])([O-])=O.[K+].[K+], predict the reaction product. The product is: [CH3:19][N:16]1[CH2:17][CH2:18][CH:13]([O:12][CH:9]2[C:8]3[CH:20]=[CH:21][CH:22]=[CH:23][C:7]=3[CH2:6][CH2:5][N:4]3[C:10]2=[N:11][C:2]([C:29]2[CH:30]=[CH:31][C:26]([CH3:25])=[CH:27][CH:28]=2)=[CH:3]3)[CH2:14][CH2:15]1.